Regression. Given a peptide amino acid sequence and an MHC pseudo amino acid sequence, predict their binding affinity value. This is MHC class I binding data. From a dataset of Peptide-MHC class I binding affinity with 185,985 pairs from IEDB/IMGT. (1) The peptide sequence is VMNVYVKF. The MHC is Mamu-B52 with pseudo-sequence Mamu-B52. The binding affinity (normalized) is 0.310. (2) The peptide sequence is EMVLRADQL. The MHC is BoLA-T2b with pseudo-sequence BoLA-T2b. The binding affinity (normalized) is 0.549.